From a dataset of Full USPTO retrosynthesis dataset with 1.9M reactions from patents (1976-2016). Predict the reactants needed to synthesize the given product. (1) The reactants are: C[O:2][CH:3](OC)[C:4]1[CH:9]=[CH:8][C:7]([CH2:10][OH:11])=[CH:6][CH:5]=1.OS(O)(=O)=O.C([O-])(O)=O.[Na+]. Given the product [OH:11][CH2:10][C:7]1[CH:8]=[CH:9][C:4]([CH:3]=[O:2])=[CH:5][CH:6]=1, predict the reactants needed to synthesize it. (2) Given the product [Br:15][C:16]1[CH:17]=[N:18][C:19]2[C:24]([CH:25]=1)=[CH:23][CH:22]=[CH:21][C:20]=2[N:26]1[CH2:7][CH2:6][N:5]([CH3:9])[CH2:4][CH2:3]1, predict the reactants needed to synthesize it. The reactants are: Cl.Cl[CH2:3][CH2:4][NH:5][CH2:6][CH2:7]Cl.[C:9](=O)([O-])[O-].[Na+].[Na+].[Br:15][C:16]1[CH:17]=[N:18][C:19]2[C:24]([CH:25]=1)=[CH:23][CH:22]=[CH:21][C:20]=2[NH2:26].